Dataset: Forward reaction prediction with 1.9M reactions from USPTO patents (1976-2016). Task: Predict the product of the given reaction. (1) Given the reactants [CH3:1][N:2]1[C:6]([C:7]2[CH:8]=[C:9]([NH2:23])[CH:10]=[CH:11][C:12]=2[O:13][CH2:14][CH2:15][N:16]2[CH2:22][CH2:21][CH2:20][O:19][CH2:18][CH2:17]2)=[CH:5][CH:4]=[N:3]1.Cl[C:25]([O:27][CH:28]([CH3:30])[CH3:29])=[O:26], predict the reaction product. The product is: [CH:28]([O:27][C:25](=[O:26])[NH:23][C:9]1[CH:10]=[CH:11][C:12]([O:13][CH2:14][CH2:15][N:16]2[CH2:22][CH2:21][CH2:20][O:19][CH2:18][CH2:17]2)=[C:7]([C:6]2[N:2]([CH3:1])[N:3]=[CH:4][CH:5]=2)[CH:8]=1)([CH3:30])[CH3:29]. (2) Given the reactants [Cl:1][C:2]1[CH:7]=[CH:6][C:5](/[CH:8]=[C:9](/[S:11]([NH:14][C:15]2[CH:20]=[C:19]([F:21])[CH:18]=[CH:17][C:16]=2[S:22]([NH2:25])(=[O:24])=[O:23])(=[O:13])=[O:12])\[CH3:10])=[CH:4][CH:3]=1, predict the reaction product. The product is: [Cl:1][C:2]1[CH:7]=[CH:6][C:5]([CH2:8][CH:9]([S:11]([NH:14][C:15]2[CH:20]=[C:19]([F:21])[CH:18]=[CH:17][C:16]=2[S:22]([NH2:25])(=[O:24])=[O:23])(=[O:12])=[O:13])[CH3:10])=[CH:4][CH:3]=1.